Dataset: Reaction yield outcomes from USPTO patents with 853,638 reactions. Task: Predict the reaction yield, written as a fraction of the theoretical maximum amount of product (1.0 means a 100% yield; for example, 0.34 means a 34% yield). (1) The reactants are O[CH2:2][C:3]1[S:7][C:6]([C:8]2[CH:15]=[CH:14][CH:13]=[CH:12][C:9]=2[C:10]#[N:11])=[CH:5][CH:4]=1.[Br-:16].[Br-].[Br-].P. The catalyst is C1(C)C=CC=CC=1. The product is [Br:16][CH2:2][C:3]1[S:7][C:6]([C:8]2[CH:15]=[CH:14][CH:13]=[CH:12][C:9]=2[C:10]#[N:11])=[CH:5][CH:4]=1. The yield is 0.950. (2) The reactants are [CH:1]1([CH2:4][CH:5]([C:22]2[CH:36]=[CH:35][C:25]([C:26]([NH:28][CH2:29][CH2:30][C:31]([O:33]C)=[O:32])=[O:27])=[CH:24][CH:23]=2)[O:6][C:7]2[CH:12]=[CH:11][C:10]([N:13]3[CH:17]=[C:16]([C:18]([F:21])([F:20])[F:19])[CH:15]=[N:14]3)=[CH:9][CH:8]=2)[CH2:3][CH2:2]1.O.[OH-].[Li+].Cl. The catalyst is CO.O. The product is [CH:1]1([CH2:4][CH:5]([C:22]2[CH:36]=[CH:35][C:25]([C:26]([NH:28][CH2:29][CH2:30][C:31]([OH:33])=[O:32])=[O:27])=[CH:24][CH:23]=2)[O:6][C:7]2[CH:8]=[CH:9][C:10]([N:13]3[CH:17]=[C:16]([C:18]([F:20])([F:19])[F:21])[CH:15]=[N:14]3)=[CH:11][CH:12]=2)[CH2:2][CH2:3]1. The yield is 0.590. (3) The reactants are Cl.[C:2]1([CH:8]2[CH2:13][CH2:12][NH:11][CH2:10][CH2:9]2)[CH:7]=[CH:6][CH:5]=[CH:4][CH:3]=1.[CH:14]([C:16]1[CH:31]=[CH:30][C:19]([O:20][C:21]2[CH:29]=[CH:28][C:24]([C:25]([NH2:27])=[O:26])=[CH:23][N:22]=2)=[CH:18][CH:17]=1)=O.C(O[BH-](OC(=O)C)OC(=O)C)(=O)C.[Na+].C(O)(=O)C. The catalyst is ClCCCl. The product is [C:2]1([CH:8]2[CH2:9][CH2:10][N:11]([CH2:14][C:16]3[CH:31]=[CH:30][C:19]([O:20][C:21]4[CH:29]=[CH:28][C:24]([C:25]([NH2:27])=[O:26])=[CH:23][N:22]=4)=[CH:18][CH:17]=3)[CH2:12][CH2:13]2)[CH:7]=[CH:6][CH:5]=[CH:4][CH:3]=1. The yield is 0.940. (4) The reactants are [OH:1][C:2]1[C:11]2[C:10]([CH3:13])([CH3:12])[CH2:9][CH2:8][C:7]([CH3:15])([CH3:14])[C:6]=2[CH:5]=[C:4]([CH:16]=[O:17])[CH:3]=1.[CH3:18][Mg]Br.[Cl-].[NH4+].CS(C)=O.C(Cl)(=O)C(Cl)=O.C(N(CC)CC)C. The catalyst is C1COCC1.ClCCl. The product is [OH:1][C:2]1[C:11]2[C:10]([CH3:12])([CH3:13])[CH2:9][CH2:8][C:7]([CH3:15])([CH3:14])[C:6]=2[CH:5]=[C:4]([C:16](=[O:17])[CH3:18])[CH:3]=1. The yield is 0.510. (5) The reactants are [Cl-].[Al+3].[Cl-].[Cl-].[O:5]=[C:6]([CH3:12])[CH2:7][CH2:8][C:9](Cl)=[O:10].Cl.[Cl:14][C:15]1[CH:20]=[CH:19][CH:18]=[CH:17][CH:16]=1. No catalyst specified. The product is [Cl:14][C:15]1[CH:20]=[CH:19][C:18]([C:9](=[O:10])[CH2:8][CH2:7][C:6](=[O:5])[CH3:12])=[CH:17][CH:16]=1. The yield is 0.136. (6) The reactants are [Li+].[CH3:2]C([N-]C(C)C)C.C1COCC1.CCCCCCC.C(C1C=CC=CC=1)C.[Br:29][C:30]1[CH:31]=[C:32]([CH2:36][C:37]([OH:39])=[O:38])[CH:33]=[CH:34][CH:35]=1.CI. The catalyst is C1COCC1. The product is [Br:29][C:30]1[CH:31]=[C:32]([CH:36]([CH3:2])[C:37]([OH:39])=[O:38])[CH:33]=[CH:34][CH:35]=1. The yield is 1.00.